This data is from Peptide-MHC class II binding affinity with 134,281 pairs from IEDB. The task is: Regression. Given a peptide amino acid sequence and an MHC pseudo amino acid sequence, predict their binding affinity value. This is MHC class II binding data. The MHC is HLA-DPA10201-DPB11401 with pseudo-sequence HLA-DPA10201-DPB11401. The binding affinity (normalized) is 0.0417. The peptide sequence is VALFAVFLGSAHGIP.